This data is from Full USPTO retrosynthesis dataset with 1.9M reactions from patents (1976-2016). The task is: Predict the reactants needed to synthesize the given product. (1) Given the product [CH3:1][O:2][C:3]([C:5]1([C:8]2[CH:9]=[CH:10][C:11]([C:43]3[CH:42]=[CH:41][C:40]([N:35]4[C:34]([NH:33][C:32]([O:31][C@@H:29]([C:23]5[CH:28]=[CH:27][CH:26]=[CH:25][CH:24]=5)[CH3:30])=[O:47])=[C:38]([CH3:39])[N:37]=[N:36]4)=[CH:45][CH:44]=3)=[CH:12][CH:13]=2)[CH2:6][CH2:7]1)=[O:4], predict the reactants needed to synthesize it. The reactants are: [CH3:1][O:2][C:3]([C:5]1([C:8]2[CH:13]=[CH:12][C:11](B3OC(C)(C)C(C)(C)O3)=[CH:10][CH:9]=2)[CH2:7][CH2:6]1)=[O:4].[C:23]1([C@H:29]([O:31][C:32](=[O:47])[NH:33][C:34]2[N:35]([C:40]3[CH:45]=[CH:44][C:43](Br)=[CH:42][CH:41]=3)[N:36]=[N:37][C:38]=2[CH3:39])[CH3:30])[CH:28]=[CH:27][CH:26]=[CH:25][CH:24]=1.C1(C)C=CC=CC=1.P([O-])([O-])([O-])=O.[K+].[K+].[K+]. (2) Given the product [CH3:1][C:2]1[CH:3]=[C:4]([CH:26]=[CH:27][CH:28]=1)[CH2:5][N:6]1[CH2:10][CH2:9][CH2:8][C@@H:7]1[C:11]([NH:13][C@H:14]([C:16]1[CH:17]=[CH:18][C:19]([C:20]([O-:22])=[O:21])=[CH:24][CH:25]=1)[CH3:15])=[O:12].[Li+:30], predict the reactants needed to synthesize it. The reactants are: [CH3:1][C:2]1[CH:3]=[C:4]([CH:26]=[CH:27][CH:28]=1)[CH2:5][N:6]1[CH2:10][CH2:9][CH2:8][C@@H:7]1[C:11]([NH:13][C@H:14]([C:16]1[CH:25]=[CH:24][C:19]([C:20]([O:22]C)=[O:21])=[CH:18][CH:17]=1)[CH3:15])=[O:12].O[Li:30].O. (3) Given the product [CH3:13][C:12]1[C:7]2[C:5](=[O:6])[CH2:4][O:14][C:8]=2[CH:9]=[CH:10][CH:11]=1, predict the reactants needed to synthesize it. The reactants are: [F-].[K+].Br[CH2:4][C:5]([C:7]1[C:12]([CH3:13])=[CH:11][CH:10]=[CH:9][C:8]=1[OH:14])=[O:6].C(OCC)(=O)C. (4) Given the product [CH:1]1([O:4][C:5]2[CH:6]=[C:7]([C:15]3[NH:32][C:18]4[CH:19]=[N:20][N:21]([CH2:24][O:25][CH2:26][CH2:27][Si:28]([CH3:30])([CH3:31])[CH3:29])[C:22](=[O:23])[C:17]=4[C:16]=3[CH2:41][O:42][CH2:43][CH:44]([CH3:46])[CH3:45])[CH:8]=[CH:9][C:10]=2[O:11][CH:12]([F:14])[F:13])[CH2:3][CH2:2]1, predict the reactants needed to synthesize it. The reactants are: [CH:1]1([O:4][C:5]2[CH:6]=[C:7]([C:15]3[N:32](COCC[Si](C)(C)C)[C:18]4[CH:19]=[N:20][N:21]([CH2:24][O:25][CH2:26][CH2:27][Si:28]([CH3:31])([CH3:30])[CH3:29])[C:22](=[O:23])[C:17]=4[C:16]=3[CH2:41][O:42][CH2:43][CH:44]([CH3:46])[CH3:45])[CH:8]=[CH:9][C:10]=2[O:11][CH:12]([F:14])[F:13])[CH2:3][CH2:2]1.C1(OC2C=C(C3N(COCC[Si](C)(C)C)C4C=NN(COCC[Si](C)(C)C)C(=O)C=4C=3C)C=CC=2OC(F)F)CC1.